From a dataset of Reaction yield outcomes from USPTO patents with 853,638 reactions. Predict the reaction yield, written as a fraction of the theoretical maximum amount of product (1.0 means a 100% yield; for example, 0.34 means a 34% yield). (1) The reactants are [NH2:1][C:2]1[CH:7]=[CH:6][C:5]([CH2:8][N:9]2[CH2:14][CH2:13][CH:12]([NH:15][C:16]3[N:21]=[C:20]([C:22]4[C:30]5[C:25](=[CH:26][CH:27]=[CH:28][CH:29]=5)[NH:24][CH:23]=4)[C:19]([Cl:31])=[CH:18][N:17]=3)[CH2:11][CH2:10]2)=[CH:4][CH:3]=1.[C:32]([O:36][C:37]([NH:39][CH2:40]/[CH:41]=[CH:42]/[C:43](O)=[O:44])=[O:38])([CH3:35])([CH3:34])[CH3:33].CCN(C(C)C)C(C)C.CN(C(ON1N=NC2C=CC=NC1=2)=[N+](C)C)C.F[P-](F)(F)(F)(F)F.C(O)(C(F)(F)F)=O. The catalyst is CN(C=O)C. The product is [C:32]([O:36][C:37](=[O:38])[NH:39][CH2:40]/[CH:41]=[CH:42]/[C:43]([NH:1][C:2]1[CH:7]=[CH:6][C:5]([CH2:8][N:9]2[CH2:14][CH2:13][CH:12]([NH:15][C:16]3[N:21]=[C:20]([C:22]4[C:30]5[C:25](=[CH:26][CH:27]=[CH:28][CH:29]=5)[NH:24][CH:23]=4)[C:19]([Cl:31])=[CH:18][N:17]=3)[CH2:11][CH2:10]2)=[CH:4][CH:3]=1)=[O:44])([CH3:35])([CH3:33])[CH3:34]. The yield is 0.356. (2) The reactants are Br[C:2]1[C:3]2[C:8]([CH:9]=[C:10]3[C:15]=1[CH:14]=[CH:13][CH:12]=[CH:11]3)=[CH:7][CH:6]=[CH:5][CH:4]=2.[C:16]1([BrH](O)(=O)=O)[CH:21]=[CH:20][CH:19]=[CH:18][CH:17]=1.C(=O)([O-])[O-].[K+].[K+].C1(C)C=CC=CC=1P(C1C=CC=CC=1C)C1C=CC=CC=1C. The catalyst is CC([O-])=O.CC([O-])=O.[Pd+2].COCCOC. The product is [C:16]1([C:2]2[C:3]3[C:8]([CH:9]=[C:10]4[C:15]=2[CH:14]=[CH:13][CH:12]=[CH:11]4)=[CH:7][CH:6]=[CH:5][CH:4]=3)[CH:21]=[CH:20][CH:19]=[CH:18][CH:17]=1. The yield is 0.850. (3) The reactants are Cl[C:2]1[N:3]=[CH:4][C:5]2[N:11]([CH3:12])[C:10](=[O:13])[C:9]([CH3:15])([CH3:14])[CH2:8][N:7]([CH:16]3[CH2:20][CH2:19][CH2:18][CH2:17]3)[C:6]=2[N:21]=1.[NH2:22][C:23]1[CH:47]=[CH:46][C:26]([C:27]([NH:29][C@H:30]2[CH2:35][CH2:34][C@H:33]([N:36]3[CH2:41][CH2:40][N:39]([CH2:42][CH:43]4[CH2:45][CH2:44]4)[CH2:38][CH2:37]3)[CH2:32][CH2:31]2)=[O:28])=[CH:25][C:24]=1[O:48][CH3:49].C(O)(C(F)(F)F)=O.C1(N2CC(C)(C)C(=O)N(C)C3C=NC(NC4C=CC(C(O)=O)=CC=4OC)=NC2=3)CCCC1. No catalyst specified. The product is [CH:16]1([N:7]2[CH2:8][C:9]([CH3:15])([CH3:14])[C:10](=[O:13])[N:11]([CH3:12])[C:5]3[CH:4]=[N:3][C:2]([NH:22][C:23]4[CH:47]=[CH:46][C:26]([C:27]([NH:29][C@H:30]5[CH2:31][CH2:32][C@H:33]([N:36]6[CH2:41][CH2:40][N:39]([CH2:42][CH:43]7[CH2:45][CH2:44]7)[CH2:38][CH2:37]6)[CH2:34][CH2:35]5)=[O:28])=[CH:25][C:24]=4[O:48][CH3:49])=[N:21][C:6]2=3)[CH2:20][CH2:19][CH2:18][CH2:17]1. The yield is 0.0700. (4) The reactants are [CH3:1][C:2]1[CH:7]=[C:6]([O:8][CH:9]2[CH2:14][CH2:13][O:12][CH2:11][CH2:10]2)[CH:5]=[CH:4][C:3]=1[C:15]1[C:16]2[CH:23]=[C:22]([CH2:24]O)[CH:21]=[CH:20][C:17]=2[S:18][CH:19]=1.P(Br)(Br)[Br:27].[NH4+].[Cl-]. The catalyst is C(Cl)Cl. The product is [Br:27][CH2:24][C:22]1[CH:21]=[CH:20][C:17]2[S:18][CH:19]=[C:15]([C:3]3[CH:4]=[CH:5][C:6]([O:8][CH:9]4[CH2:14][CH2:13][O:12][CH2:11][CH2:10]4)=[CH:7][C:2]=3[CH3:1])[C:16]=2[CH:23]=1. The yield is 0.850.